From a dataset of Full USPTO retrosynthesis dataset with 1.9M reactions from patents (1976-2016). Predict the reactants needed to synthesize the given product. (1) Given the product [Br:1][C:2]1[CH:3]=[CH:4][C:5]([C:8]2[CH:13]=[CH:12][C:11]([O:14][CH2:28][CH:25]3[CH2:26][CH2:27][N:22]([C:15]([O:17][C:18]([CH3:19])([CH3:21])[CH3:20])=[O:16])[CH2:23][CH2:24]3)=[CH:10][CH:9]=2)=[N:6][CH:7]=1, predict the reactants needed to synthesize it. The reactants are: [Br:1][C:2]1[CH:3]=[CH:4][C:5]([C:8]2[CH:13]=[CH:12][C:11]([OH:14])=[CH:10][CH:9]=2)=[N:6][CH:7]=1.[C:15]([N:22]1[CH2:27][CH2:26][CH:25]([CH2:28]O)[CH2:24][CH2:23]1)([O:17][C:18]([CH3:21])([CH3:20])[CH3:19])=[O:16].C1C=CC(P(C2C=CC=CC=2)C2C=CC=CC=2)=CC=1.N(C(OC(C)C)=O)=NC(OC(C)C)=O. (2) Given the product [C:16]([O:20][C:21]([N:23]1[CH2:27][C:26]([F:28])([F:29])[CH2:25][CH:24]1[C:30]([O:32][CH2:2][C:3]([C:5]1[CH:14]=[CH:13][C:12]2[C:7](=[CH:8][CH:9]=[C:10]([Br:15])[CH:11]=2)[CH:6]=1)=[O:4])=[O:31])=[O:22])([CH3:19])([CH3:17])[CH3:18], predict the reactants needed to synthesize it. The reactants are: Br[CH2:2][C:3]([C:5]1[CH:14]=[CH:13][C:12]2[C:7](=[CH:8][CH:9]=[C:10]([Br:15])[CH:11]=2)[CH:6]=1)=[O:4].[C:16]([O:20][C:21]([N:23]1[CH2:27][C:26]([F:29])([F:28])[CH2:25][CH:24]1[C:30]([OH:32])=[O:31])=[O:22])([CH3:19])([CH3:18])[CH3:17].CCN(CC)CC. (3) Given the product [CH3:1][O:2][C:3]1[CH:4]=[C:5]([C:11]2[CH:20]=[C:19]3[C:14]([CH:15]=[CH:16][CH:17]=[N:18]3)=[C:13]([NH:40][CH2:38][C:30]3[CH:31]=[CH:32][C:33](=[O:36])[NH:34][CH:35]=3)[N:12]=2)[CH:6]=[CH:7][C:8]=1[O:9][CH3:10], predict the reactants needed to synthesize it. The reactants are: [CH3:1][O:2][C:3]1[CH:4]=[C:5]([C:11]2[CH:20]=[C:19]3[C:14]([CH:15]=[CH:16][CH:17]=[N:18]3)=[C:13](OS(C(F)(F)F)(=O)=O)[N:12]=2)[CH:6]=[CH:7][C:8]=1[O:9][CH3:10].N[C:30]1[CH:31]=[CH:32][C:33](=[O:36])[NH:34][CH:35]=1.C[C:38]([N:40](C)C)=O. (4) Given the product [CH3:1][N:2]([C:4]([NH:6][C:7]([NH2:9])=[NH:8])=[NH:5])[CH3:3].[C:13]([O-:22])(=[O:21])[CH2:14][CH2:15][CH2:16][CH2:17][C:18]([O-:20])=[O:19], predict the reactants needed to synthesize it. The reactants are: [CH3:1][N:2]([C:4]([N:6]=[C:7]([NH2:9])[NH2:8])=[NH:5])[CH3:3].Cl.[OH-].[Na+].[C:13]([OH:22])(=[O:21])[CH2:14][CH2:15][CH2:16][CH2:17][C:18]([OH:20])=[O:19].C(Cl)Cl.